From a dataset of Experimentally validated miRNA-target interactions with 360,000+ pairs, plus equal number of negative samples. Binary Classification. Given a miRNA mature sequence and a target amino acid sequence, predict their likelihood of interaction. (1) The miRNA is hsa-miR-337-3p with sequence CUCCUAUAUGAUGCCUUUCUUC. The protein sequence of the target gene is MNFTPTRTPICRKISFASKRGAGSGFGDTNRWKKMADSMESTPLPSVEDRLAVLCPSQELLEYYQKKMANCESENEDLLKKLELYREACEEQHKLEWNLQQREEEIAELQKALSDMQVCLFQEREHVLRLYSENDRLRIRELEDKKKIQNLLALVGPDAGEVTYFHKEPPHRVSILQKTLQAAVACEPSASKADPGVSKRQVRIKDKEGISERHQRDTEMLLLQVEALQAQLGEQTKLSREQVEGLMEDRRIRVEEIQVQHQRNQEKIMELTKSLHHTQELLYESTKDFLQLKFENQNKE.... Result: 0 (no interaction). (2) The miRNA is hsa-miR-3677-5p with sequence CAGUGGCCAGAGCCCUGCAGUG. The protein sequence of the target gene is MAPARQELQHESRCRPSRTVDAWRAAVATRGRHMETPGYRRRTRCGGWGLPRSVSSLAAVGLLCTALTTFICWGQLPPLPWASPAPQRLVGVLLWWEPFRGRGGYPKSPPDCSLRFNISGCRLLTDRAAYGEAQAVLFHHRDLVKELHDWPPPWGARERTDKALVLRVFDDQEGAVTLTGKALETVGSRPPGQRWVWMNFESPSHTPGLRGLAKDLFNWTLSYRTDSDVFVPYGFLYSRSDPTEQPSGLGPQLARKRGLVAWVVSNWNEHQARVRYYHQLSRHVSVDVFGRTGPGRPVPA.... Result: 0 (no interaction). (3) The miRNA is hsa-miR-6758-5p with sequence UAGAGAGGGGAAGGAUGUGAUGU. The protein sequence of the target gene is MRPGPALLLLGVGLSLSVGRLPLPPVPRGAQAAVSGAPGGLLRGAPGLGVRGGRALLSLRPSAVRAGGAVLSGRGSLCFPHGGTGRRWYCLDLRVLLSAQRLPWPAAPALALVDLQLSARGGRLSLTWSVRLPRSPGRLAWAFRLRLLGPGAARPASPAARVSPRSAAPGPRPQQGFVARTECPTDGPARVMLQAVNSSSHRAVESSVSCQINACVIQRVRINTDQKGAPVRLSMQAEATINASVQLDCPAARAIAQYWQVFSVPAVGQAPDWTQPLDLPQLEIRNSPLFIHIPNNSLQW.... Result: 0 (no interaction). (4) The miRNA is mmu-miR-342-3p with sequence UCUCACACAGAAAUCGCACCCGU. The protein sequence of the target gene is MLQQDSNDDTEDVSLFDAEEETTNRPRKAKIRHPVASFFHLFFRVSAIIVYLLCGLLSSSFITCMVTIILLLSCDFWAVKNVTGRLMVGLRWWNHIDEDGKSHWVFESRKESSQENKTVSEAESRIFWLGLIACPVLWVIFAFSALFSFRVKWLAVVIMGVVLQGANLYGYIRCKVRSRKHLTSMATSYFGKQFLRQNTGDDQTS. Result: 0 (no interaction). (5) The miRNA is hsa-miR-3151-3p with sequence CCUGAUCCCACAGCCCACCU. The protein sequence of the target gene is MDLSAVQIQEVQNVLHAMQKILECPICLELIKEPVSTKCDHIFCKFCMLKLLNQKKGPSQCPLCKNEITKRSLQGSTRFSQLAEELLRIMAAFELDTGMQLTNGFSFSKKRNNSCERLNEEASIIQSVGYRNRVRRLPQVEPGNATLKDSLGVQLSNLGIVRSVKKNRQTQPRKKSVYIELDSDSSEETVTKPGDCSVRDQELLQTAPQEAGDEGKLHSAEEAACEFSEGIRNIEHHQCSDDLNPTENHATERHPEKCQSISISNVCVEPCGTDAHASSLQPETSSLLLIEDRMNAEKAE.... Result: 0 (no interaction). (6) The miRNA is mmu-miR-741-3p with sequence UGAGAGAUGCCAUUCUAUGUAGA. The protein sequence of the target gene is MAAAGVVSGKIIYEQEGVYIHSSCGKANDQDSLISGILRVLEKDAEVIVDWRPLDDALDSSSILCAGKDSSSVVEWTQAPKERAHRGSDQQSSYEAEWDMVTTVSFKKKPHTNGDAPGHRNGKSKWSFLFSLADLKSVKQSKEGMGWSYLVFCLKDDVMLPALHFHQGDSKLLIESLEKYVVLCESPQDSRTLLVNCQNKSLSQSFENLLDEPAYGLIQKIKKDPYTATMVGFSKVTNYIFDSLRGSDPSTHQRPPSEMADFLSDAIPGLKINQQEEPGFEVITRIDLGERPVVQRREPV.... Result: 0 (no interaction). (7) The miRNA is mmu-miR-135a-1-3p with sequence UAUAGGGAUUGGAGCCGUGGCG. The protein sequence of the target gene is MAGPGPGAALESPRQLLGRVRFLAEAARSLRAGLPLPAALAFVPREVLYKLYKDPAGPSRVLLPVWEAEGLGLRVGAVGAAPGTGSGPLRAARDSIELRRGACVRTTGEELCNGHGLWVKLTKEQLAEHLSDCSLDEGWLLVCRPAEGGARLVPIDTPDHLQRQQQLFGVDYRPVLRWEQVVDLTYSHRLGSRPQPAEAYTEAIQRLLYVPPTWTYECDEDLIHFLYDHLGKEDENLGSVKQYVESIDVSSYTEEFNVSCLTDSNADTYWESDGSQCQHWVRLTMKKGTIVKKLLLTVDT.... Result: 0 (no interaction).